From a dataset of Full USPTO retrosynthesis dataset with 1.9M reactions from patents (1976-2016). Predict the reactants needed to synthesize the given product. (1) Given the product [CH3:15][O:16][C:17]1[CH:18]=[CH:19][C:20]([N:23]2[CH2:28][CH2:27][N:26]([C:2]3[C:3]([CH3:14])=[C:4]([CH3:13])[C:5]4[O:9][CH:8]([CH3:10])[CH2:7][C:6]=4[C:11]=3[CH3:12])[CH2:25][CH2:24]2)=[CH:21][CH:22]=1, predict the reactants needed to synthesize it. The reactants are: Br[C:2]1[C:3]([CH3:14])=[C:4]([CH3:13])[C:5]2[O:9][CH:8]([CH3:10])[CH2:7][C:6]=2[C:11]=1[CH3:12].[CH3:15][O:16][C:17]1[CH:22]=[CH:21][C:20]([N:23]2[CH2:28][CH2:27][NH:26][CH2:25][CH2:24]2)=[CH:19][CH:18]=1. (2) Given the product [CH3:1][O:2][C:3]1[CH:4]=[C:5]([CH:32]=[CH:33][C:34]=1[O:35][CH3:36])[CH2:6][CH:7]1[C:13]2[CH:14]=[C:15]([O:20][CH3:21])[C:16]([O:18][CH3:19])=[CH:17][C:12]=2[CH2:11][CH2:10][CH2:9][N:8]1[CH:22]([C:26]1[CH:27]=[CH:28][CH:29]=[CH:30][CH:31]=1)[C:23]([NH2:38])=[O:25], predict the reactants needed to synthesize it. The reactants are: [CH3:1][O:2][C:3]1[CH:4]=[C:5]([CH:32]=[CH:33][C:34]=1[O:35][CH3:36])[CH2:6][CH:7]1[C:13]2[CH:14]=[C:15]([O:20][CH3:21])[C:16]([O:18][CH3:19])=[CH:17][C:12]=2[CH2:11][CH2:10][CH2:9][N:8]1[CH:22]([C:26]1[CH:31]=[CH:30][CH:29]=[CH:28][CH:27]=1)[C:23]([OH:25])=O.[Cl-].[NH4+:38]. (3) Given the product [CH2:9]([O:7][C:3]1[CH2:4][CH2:5][CH2:6][C:1](=[O:8])[CH:2]=1)[CH:10]([CH3:12])[CH3:11], predict the reactants needed to synthesize it. The reactants are: [C:1]1(=[O:8])[CH2:6][CH2:5][CH2:4][C:3](=[O:7])[CH2:2]1.[CH2:9](O)[CH:10]([CH3:12])[CH3:11].O.C1(C)C=CC(S(O)(=O)=O)=CC=1.